Dataset: Full USPTO retrosynthesis dataset with 1.9M reactions from patents (1976-2016). Task: Predict the reactants needed to synthesize the given product. (1) Given the product [CH:1]([N:4]1[C:8]([C:9]2[N:18]=[C:17]3[C:16]4[CH:19]=[CH:20][C:21]([O:23][C:24]5([CH2:27][N:29]6[CH2:34][CH2:33][N:32]([CH3:35])[CH2:31][CH2:30]6)[CH2:25][CH2:26]5)=[CH:22][C:15]=4[O:14][CH2:13][CH2:12][N:11]3[CH:10]=2)=[N:7][C:6]([CH3:36])=[N:5]1)([CH3:3])[CH3:2], predict the reactants needed to synthesize it. The reactants are: [CH:1]([N:4]1[C:8]([C:9]2[N:18]=[C:17]3[N:11]([CH2:12][CH2:13][O:14][C:15]4[CH:22]=[C:21]([O:23][C:24]5([C:27]([N:29]6[CH2:34][CH2:33][N:32]([CH3:35])[CH2:31][CH2:30]6)=O)[CH2:26][CH2:25]5)[CH:20]=[CH:19][C:16]=43)[CH:10]=2)=[N:7][C:6]([CH3:36])=[N:5]1)([CH3:3])[CH3:2].[H-].[H-].[H-].[H-].[Li+].[Al+3]. (2) Given the product [C:1]([NH:4][C:5]1[N:6]=[C:7]2[CH:12]=[CH:11][C:10]([C:13]3[N:17]([CH:67]4[CH2:68][N:69]([C:71]([O:73][C:74]([CH3:77])([CH3:76])[CH3:75])=[O:72])[CH2:70]4)[CH:16]=[N:15][C:14]=3[C:31]3[CH:36]=[CH:35][C:34]([F:37])=[CH:33][CH:32]=3)=[N:9][N:8]2[CH:38]=1)(=[O:3])[CH3:2], predict the reactants needed to synthesize it. The reactants are: [C:1]([NH:4][C:5]1[N:6]=[C:7]2[CH:12]=[CH:11][C:10]([C:13]3[N:17](C4CCN(C(OC(C)(C)C)=O)CC4)[CH:16]=[N:15][C:14]=3[C:31]3[CH:36]=[CH:35][C:34]([F:37])=[CH:33][CH:32]=3)=[N:9][N:8]2[CH:38]=1)(=[O:3])[CH3:2].CC1(C)C(C)(C)OB(C2C=CC3N(C=C(NC(=O)C)N=3)N=2)O1.BrC1N([CH:67]2[CH2:70][N:69]([C:71]([O:73][C:74]([CH3:77])([CH3:76])[CH3:75])=[O:72])[CH2:68]2)C=NC=1C1C=CC(F)=CC=1.